Dataset: Catalyst prediction with 721,799 reactions and 888 catalyst types from USPTO. Task: Predict which catalyst facilitates the given reaction. (1) Reactant: [NH2:1][C:2]1[CH:3]=[N:4][N:5]([CH3:25])[C:6]=1[C:7]1[N:12]=[C:11]([C@@H:13]([NH:17][C:18](=[O:24])[O:19][C:20]([CH3:23])([CH3:22])[CH3:21])[CH2:14][CH:15]=[CH2:16])[CH:10]=[CH:9][CH:8]=1.[CH3:26][C@H:27]([CH:31]=[CH2:32])[C:28](O)=[O:29].N1C=CC=CC=1.C(P1(=O)OP(CCC)(=O)OP(CCC)(=O)O1)CC. Product: [CH3:25][N:5]1[C:6]([C:7]2[N:12]=[C:11]([C@@H:13]([NH:17][C:18](=[O:24])[O:19][C:20]([CH3:21])([CH3:23])[CH3:22])[CH2:14][CH:15]=[CH2:16])[CH:10]=[CH:9][CH:8]=2)=[C:2]([NH:1][C:28](=[O:29])[C@H:27]([CH3:26])[CH:31]=[CH2:32])[CH:3]=[N:4]1. The catalyst class is: 25. (2) Reactant: [C:1]([C:4]1[CH:5]=[C:6]([C:10]2[N:11]=[CH:12][N:13]([C:15]([N:17]([CH:19]3[CH2:24][CH2:23][N:22]([C:25]4[CH:30]=[CH:29][CH:28]=[CH:27][C:26]=4[O:31][CH3:32])[CH2:21][CH2:20]3)[CH3:18])=[O:16])[CH:14]=2)[CH:7]=[CH:8][CH:9]=1)(=[O:3])[NH2:2].[ClH:33].C(OCC)C. Product: [ClH:33].[C:1]([C:4]1[CH:5]=[C:6]([C:10]2[N:11]=[CH:12][N:13]([C:15]([N:17]([CH:19]3[CH2:20][CH2:21][N:22]([C:25]4[CH:30]=[CH:29][CH:28]=[CH:27][C:26]=4[O:31][CH3:32])[CH2:23][CH2:24]3)[CH3:18])=[O:16])[CH:14]=2)[CH:7]=[CH:8][CH:9]=1)(=[O:3])[NH2:2]. The catalyst class is: 125. (3) Reactant: [CH3:1][C:2]([CH3:10])([C:4](=[O:9])[CH2:5][C:6](=O)[CH3:7])[CH3:3].S([O-])([O-])(=O)=O.[Na+].[Na+].[CH3:18][O:19][CH2:20][CH2:21][NH2:22]. Product: [CH3:1][C:2]([CH3:10])([C:4](=[O:9])[CH:5]=[C:6]([NH:22][CH2:21][CH2:20][O:19][CH3:18])[CH3:7])[CH3:3]. The catalyst class is: 1. (4) Product: [F:1][C:2]1[CH:19]=[C:18]([N+:20]([O-:22])=[O:21])[CH:17]=[CH:16][C:3]=1[CH2:4][NH2:5]. Reactant: [F:1][C:2]1[CH:19]=[C:18]([N+:20]([O-:22])=[O:21])[CH:17]=[CH:16][C:3]=1[CH2:4][N:5]1C(=O)C2C(=CC=CC=2)C1=O.O.NN.O.C1(C)C=CC(S(O)(=O)=O)=CC=1.C(OCC)(=O)C. The catalyst class is: 7. (5) Reactant: [Br:1][C:2]1[S:6][C:5]([NH:7][C:8](=[O:16])OC2C=CC=CC=2)=[N:4][CH:3]=1.[CH:17]1([C:20]2[CH:24]=[C:23]([NH2:25])[N:22]([CH3:26])[N:21]=2)[CH2:19][CH2:18]1.C(N(CC)CC)C. Product: [Br:1][C:2]1[S:6][C:5]([NH:7][C:8]([NH:25][C:23]2[N:22]([CH3:26])[N:21]=[C:20]([CH:17]3[CH2:19][CH2:18]3)[CH:24]=2)=[O:16])=[N:4][CH:3]=1. The catalyst class is: 1. (6) Reactant: [Cl:1][S:2]([C:5]1[CH:6]=[C:7]([CH:11]=[CH:12][CH:13]=1)[C:8]([OH:10])=[O:9])(=[O:4])=[O:3].[N+:14]([C:17]1[CH:18]=[C:19]([S:23]([CH2:26][CH2:27]O)(=[O:25])=[O:24])[CH:20]=[CH:21][CH:22]=1)([O-:16])=[O:15]. Product: [N+:14]([C:17]1[CH:18]=[C:19]([S:23]([CH2:26][CH2:27][O:9][C:8](=[O:10])[C:7]2[CH:11]=[CH:12][CH:13]=[C:5]([S:2]([Cl:1])(=[O:4])=[O:3])[CH:6]=2)(=[O:25])=[O:24])[CH:20]=[CH:21][CH:22]=1)([O-:16])=[O:15]. The catalyst class is: 6. (7) Reactant: [C:1]1(P([C:2]2[CH:3]=[CH:4]C=[CH:6][CH:1]=2)[C:2]2[CH:3]=[CH:4]C=[CH:6][CH:1]=2)[CH:6]=C[CH:4]=[CH:3][CH:2]=1.C(O)(=O)CCC#C.[NH2:27][C:28]1[CH:33]=[CH:32][CH:31]=[CH:30][C:29]=1[OH:34].CCN(CC)CC.C(Cl)(Cl)(Cl)Cl. Product: [CH2:3]([C:4]1[O:34][C:29]2[CH:30]=[CH:31][CH:32]=[CH:33][C:28]=2[N:27]=1)[CH2:2][C:1]#[CH:6]. The catalyst class is: 852.